From a dataset of Reaction yield outcomes from USPTO patents with 853,638 reactions. Predict the reaction yield, written as a fraction of the theoretical maximum amount of product (1.0 means a 100% yield; for example, 0.34 means a 34% yield). (1) The reactants are [CH2:1]([O:8][C:9](=[O:18])[CH:10]=[C:11]1[CH2:14][CH:13]([C:15]([OH:17])=O)[CH2:12]1)[C:2]1[CH:7]=[CH:6][CH:5]=[CH:4][CH:3]=1.CN1CCOCC1.ClC(OCC(C)C)=O.Cl.[CH3:35][O:36][NH:37][CH3:38]. The catalyst is C(Cl)Cl. The product is [CH3:35][O:36][N:37]([CH3:38])[C:15]([CH:13]1[CH2:12][C:11](=[CH:10][C:9]([O:8][CH2:1][C:2]2[CH:3]=[CH:4][CH:5]=[CH:6][CH:7]=2)=[O:18])[CH2:14]1)=[O:17]. The yield is 0.650. (2) The reactants are [O:1]1[CH:5]=[CH:4][CH:3]=[C:2]1[C:6]1[N:10]([C:11]2[CH:12]=[C:13]([CH:16]=[CH:17][CH:18]=2)[CH:14]=O)[N:9]=[C:8]([C:19]([F:22])([F:21])[F:20])[CH:7]=1.[NH2:23][CH2:24][CH2:25][N:26]([CH3:34])[C:27](=[O:33])[O:28][C:29]([CH3:32])([CH3:31])[CH3:30].C(O)(=O)C.C([BH3-])#N.[Na+]. The catalyst is CO. The product is [O:1]1[CH:5]=[CH:4][CH:3]=[C:2]1[C:6]1[N:10]([C:11]2[CH:12]=[C:13]([CH:16]=[CH:17][CH:18]=2)[CH2:14][NH:23][CH2:24][CH2:25][N:26]([CH3:34])[C:27](=[O:33])[O:28][C:29]([CH3:30])([CH3:31])[CH3:32])[N:9]=[C:8]([C:19]([F:22])([F:20])[F:21])[CH:7]=1. The yield is 1.00. (3) The product is [OH:33][NH:34][C:15]([C@H:4]1[CH2:5][C@H:6]([O:8][C:9]2[CH:14]=[CH:13][N:12]=[CH:11][CH:10]=2)[CH2:7][N:2]([CH3:1])[C@@H:3]1[C:19]([N:21]1[CH2:26][CH:25]=[C:24]([C:27]2[CH:32]=[CH:31][CH:30]=[CH:29][CH:28]=2)[CH2:23][CH2:22]1)=[O:20])=[O:17]. The catalyst is CO. The yield is 0.634. The reactants are [CH3:1][N:2]1[CH2:7][C@@H:6]([O:8][C:9]2[CH:14]=[CH:13][N:12]=[CH:11][CH:10]=2)[CH2:5][C@H:4]([C:15]([O:17]C)=O)[C@H:3]1[C:19]([N:21]1[CH2:26][CH:25]=[C:24]([C:27]2[CH:32]=[CH:31][CH:30]=[CH:29][CH:28]=2)[CH2:23][CH2:22]1)=[O:20].[OH:33][NH2:34].Cl.C[O-].[Na+].